From a dataset of Forward reaction prediction with 1.9M reactions from USPTO patents (1976-2016). Predict the product of the given reaction. Given the reactants [CH2:1]([O:8][C:9]1[CH:10]=[C:11]([CH:14]=[CH:15][C:16]=1[O:17][CH2:18][CH2:19][CH2:20][F:21])[CH:12]=O)[C:2]1[CH:7]=[CH:6][CH:5]=[CH:4][CH:3]=1.C([O-])(=O)C.[NH4+].[N+:27]([CH3:30])([O-:29])=[O:28], predict the reaction product. The product is: [CH2:1]([O:8][C:9]1[CH:10]=[C:11](/[CH:12]=[CH:30]/[N+:27]([O-:29])=[O:28])[CH:14]=[CH:15][C:16]=1[O:17][CH2:18][CH2:19][CH2:20][F:21])[C:2]1[CH:7]=[CH:6][CH:5]=[CH:4][CH:3]=1.